Dataset: CYP2C9 inhibition data for predicting drug metabolism from PubChem BioAssay. Task: Regression/Classification. Given a drug SMILES string, predict its absorption, distribution, metabolism, or excretion properties. Task type varies by dataset: regression for continuous measurements (e.g., permeability, clearance, half-life) or binary classification for categorical outcomes (e.g., BBB penetration, CYP inhibition). Dataset: cyp2c9_veith. (1) The compound is CCOC(OCC)P(=O)(O)CCCNCc1ccc(Cl)c(Cl)c1. The result is 0 (non-inhibitor). (2) The molecule is O=S(=O)(c1ccccc1)N1CCC2(CCN(c3ccncc3)CC2)CC1. The result is 1 (inhibitor). (3) The molecule is Cc1ccc([N+](=O)[O-])cc1NC(=S)NC(=O)C(C)(C)C. The result is 1 (inhibitor). (4) The drug is COc1ccc([N+](=O)[O-])c2c1CCN2C(=O)CC[C@H](N)C(=O)O. The result is 0 (non-inhibitor). (5) The compound is CO/N=C\[C@@H](C)[C@H](OCc1ccccc1)C(C)C. The result is 0 (non-inhibitor). (6) The drug is C=CCSc1nc2c(N)ncnc2n1[C@@H]1O[C@H](CO)[C@@H](O)[C@@H]1O. The result is 0 (non-inhibitor).